Dataset: Reaction yield outcomes from USPTO patents with 853,638 reactions. Task: Predict the reaction yield, written as a fraction of the theoretical maximum amount of product (1.0 means a 100% yield; for example, 0.34 means a 34% yield). (1) The reactants are [N+:1]([C:4]1[CH:9]=[CH:8][C:7]([OH:10])=[CH:6][N:5]=1)([O-:3])=[O:2].I[CH:12]1[CH2:15][N:14]([C:16]([O:18][C:19]([CH3:22])([CH3:21])[CH3:20])=[O:17])[CH2:13]1.[H-].[Na+]. The catalyst is CN(C=O)C. The product is [N+:1]([C:4]1[N:5]=[CH:6][C:7]([O:10][CH:12]2[CH2:13][N:14]([C:16]([O:18][C:19]([CH3:22])([CH3:21])[CH3:20])=[O:17])[CH2:15]2)=[CH:8][CH:9]=1)([O-:3])=[O:2]. The yield is 0.950. (2) The catalyst is ClCCl. The reactants are [CH3:1][O:2][C:3](=[O:40])[C:4]1[CH:9]=[C:8]([Br:10])[CH:7]=[CH:6][C:5]=1[C:11]1[CH:23]=[CH:22][C:21]2[C:20]3[C:15](=[CH:16][CH:17]=[CH:18][CH:19]=3)[C:14]([CH2:32][CH2:33][CH2:34][CH2:35][CH2:36][CH2:37][CH2:38][CH3:39])([CH2:24][CH2:25][CH2:26][CH2:27][CH2:28][CH2:29][CH2:30][CH3:31])[C:13]=2[CH:12]=1.II.[Br:43]Br.[O-]S([O-])(=S)=O.[Na+].[Na+]. The yield is 0.840. The product is [CH3:1][O:2][C:3](=[O:40])[C:4]1[CH:9]=[C:8]([Br:10])[CH:7]=[CH:6][C:5]=1[C:11]1[CH:23]=[CH:22][C:21]2[C:20]3[C:15](=[CH:16][C:17]([Br:43])=[CH:18][CH:19]=3)[C:14]([CH2:32][CH2:33][CH2:34][CH2:35][CH2:36][CH2:37][CH2:38][CH3:39])([CH2:24][CH2:25][CH2:26][CH2:27][CH2:28][CH2:29][CH2:30][CH3:31])[C:13]=2[CH:12]=1. (3) The reactants are [CH2:1]([O:3][C:4](=[O:15])[C:5]#[C:6][C:7]1[CH:12]=[CH:11][C:10]([O:13][CH3:14])=[CH:9][CH:8]=1)[CH3:2].[C:16]([O:20][C:21]([N:23]1[C:32]2[C:27](=[CH:28][CH:29]=[C:30]([CH2:33][CH2:34][O:35][C:36]3[CH:37]=[C:38]4[C:42](=[CH:43][CH:44]=3)[NH:41][CH:40]=[CH:39]4)[N:31]=2)[CH2:26][CH2:25][CH2:24]1)=[O:22])([CH3:19])([CH3:18])[CH3:17]. No catalyst specified. The product is [C:16]([O:20][C:21]([N:23]1[C:32]2[C:27](=[CH:28][CH:29]=[C:30]([CH2:33][CH2:34][O:35][C:36]3[CH:37]=[C:38]4[C:42](=[CH:43][CH:44]=3)[N:41]([C:6]([C:7]3[CH:8]=[CH:9][C:10]([O:13][CH3:14])=[CH:11][CH:12]=3)=[CH:5][C:4]([O:3][CH2:1][CH3:2])=[O:15])[CH:40]=[CH:39]4)[N:31]=2)[CH2:26][CH2:25][CH2:24]1)=[O:22])([CH3:19])([CH3:17])[CH3:18]. The yield is 0.880. (4) The reactants are [C:1]([NH:5][S:6]([CH2:9][C:10]1[CH:15]=[CH:14][CH:13]=[CH:12][CH:11]=1)(=[O:8])=[O:7])([CH3:4])([CH3:3])[CH3:2].[H-].[Na+].[Br:18][C:19]1[CH:24]=[CH:23][C:22]([CH2:25]Br)=[CH:21][CH:20]=1.O. The catalyst is CN(C)C(=O)C.CCOC(C)=O. The product is [Br:18][C:19]1[CH:24]=[CH:23][C:22]([CH2:25][N:5]([C:1]([CH3:4])([CH3:2])[CH3:3])[S:6]([CH2:9][C:10]2[CH:15]=[CH:14][CH:13]=[CH:12][CH:11]=2)(=[O:8])=[O:7])=[CH:21][CH:20]=1. The yield is 0.680. (5) The reactants are Cl.[NH2:2][C@@H:3]([C:5]1[CH:13]=[CH:12][C:8]([C:9]([OH:11])=O)=CC=1)[CH3:4].[C:14]([N:18]=[C:19]=[O:20])([CH3:17])([CH3:16])[CH3:15].C(N(CC)CC)C.CN(C([O:35][N:36]1N=NC2C=CC=NC1=2)=[N+](C)C)C.F[P-](F)(F)(F)(F)F.[Si](ON)(C(C)(C)C)(C)C.C[S:62](C)=O. The catalyst is CN(C)C=O.C(Cl)Cl. The product is [C:14]([NH:18][C:19]([NH:2][C@@H:3]([C:5]1[S:62][C:8]([C:9]([NH:36][OH:35])=[O:11])=[CH:12][CH:13]=1)[CH3:4])=[O:20])([CH3:17])([CH3:16])[CH3:15]. The yield is 0.350. (6) The reactants are [NH:1]1[C:5](=[O:6])[CH2:4][CH2:3][C:2]1=[O:7].C([O-])([O-])=O.[K+].[K+].[CH2:14](Br)[C:15]1[CH:20]=[CH:19][CH:18]=[CH:17][CH:16]=1.O. The catalyst is CN(C=O)C. The product is [C:15]1([CH2:14][N:1]2[C:5](=[O:6])[CH2:4][CH2:3][C:2]2=[O:7])[CH:20]=[CH:19][CH:18]=[CH:17][CH:16]=1. The yield is 0.570. (7) The reactants are C(Cl)(=O)C(Cl)=O.CS(C)=O.[F:11][C:12]1[C:13]([NH:29][C:30]2[CH:35]=[CH:34][C:33]([I:36])=[CH:32][C:31]=2[F:37])=[C:14]([C:19]([N:21]2[CH2:24][C:23]([CH2:26][CH2:27][OH:28])([OH:25])[CH2:22]2)=[O:20])[CH:15]=[CH:16][C:17]=1[F:18].C(N(CC)CC)C. The catalyst is ClCCl. The product is [F:11][C:12]1[C:13]([NH:29][C:30]2[CH:35]=[CH:34][C:33]([I:36])=[CH:32][C:31]=2[F:37])=[C:14]([C:19]([N:21]2[CH2:24][C:23]([CH2:26][CH:27]=[O:28])([OH:25])[CH2:22]2)=[O:20])[CH:15]=[CH:16][C:17]=1[F:18]. The yield is 0.320.